Dataset: Full USPTO retrosynthesis dataset with 1.9M reactions from patents (1976-2016). Task: Predict the reactants needed to synthesize the given product. Given the product [C:23]([C:27]1[N:28]=[C:29]([N:36]2[CH2:40][CH2:39][C:38]([F:41])([F:42])[CH2:37]2)[C:30]2[N:35]=[N:34][N:33]([CH2:44][C:45]([C:47]3[CH:52]=[CH:51][CH:50]=[CH:49][C:48]=3[Cl:53])=[O:46])[C:31]=2[N:32]=1)([CH3:26])([CH3:24])[CH3:25], predict the reactants needed to synthesize it. The reactants are: C(C1N=C(N2CCC(F)(F)C2)C2N=NN(CC)C=2N=1)(C)(C)C.[C:23]([C:27]1[N:28]=[C:29]([N:36]2[CH2:40][CH2:39][C:38]([F:42])([F:41])[CH2:37]2)[C:30]2[N:35]=[N:34][NH:33][C:31]=2[N:32]=1)([CH3:26])([CH3:25])[CH3:24].Br[CH2:44][C:45]([C:47]1[CH:52]=[CH:51][CH:50]=[CH:49][C:48]=1[Cl:53])=[O:46].